Dataset: Peptide-MHC class II binding affinity with 134,281 pairs from IEDB. Task: Regression. Given a peptide amino acid sequence and an MHC pseudo amino acid sequence, predict their binding affinity value. This is MHC class II binding data. (1) The peptide sequence is IGAGLIFPRFEQLLE. The MHC is DRB1_0701 with pseudo-sequence DRB1_0701. The binding affinity (normalized) is 0.122. (2) The peptide sequence is KEPIVGAETFYVDGA. The MHC is DRB1_1201 with pseudo-sequence DRB1_1201. The binding affinity (normalized) is 0.475. (3) The peptide sequence is PTLPKVIPDGFKLTG. The MHC is DRB1_0101 with pseudo-sequence DRB1_0101. The binding affinity (normalized) is 0.508. (4) The peptide sequence is AAANAGTTVYGAFAA. The MHC is HLA-DQA10401-DQB10402 with pseudo-sequence HLA-DQA10401-DQB10402. The binding affinity (normalized) is 0.456. (5) The peptide sequence is CTNAKVTAKGVSEAN. The MHC is HLA-DPA10201-DPB11401 with pseudo-sequence HLA-DPA10201-DPB11401. The binding affinity (normalized) is 0.180.